Dataset: Reaction yield outcomes from USPTO patents with 853,638 reactions. Task: Predict the reaction yield, written as a fraction of the theoretical maximum amount of product (1.0 means a 100% yield; for example, 0.34 means a 34% yield). (1) The reactants are [C:1](#[N:5])[CH:2]([CH3:4])[CH3:3].[Li+].C[Si]([N-][Si](C)(C)C)(C)C.[Br:16][C:17]1[CH:22]=[CH:21][CH:20]=[CH:19][C:18]=1[CH2:23]Br. The catalyst is C1COCC1. The product is [Br:16][C:17]1[CH:22]=[CH:21][CH:20]=[CH:19][C:18]=1[CH2:23][C:2]([CH3:4])([CH3:3])[C:1]#[N:5]. The yield is 0.990. (2) The reactants are [I-:1].[Na+].F[B-](F)(F)F.[F:8][S:9]([F:21])([F:20])([F:19])([F:18])[C:10]1[CH:15]=[CH:14][C:13]([N+]#N)=[CH:12][CH:11]=1.[CH3:22][C:23]1[CH:24]=[CH:25][C:26]([CH3:29])=[CH:27][CH:28]=1. The catalyst is CC#N. The product is [I:1][C:13]1[CH:14]=[CH:15][C:10]([S:9]([F:21])([F:20])([F:19])([F:18])[F:8])=[CH:11][CH:12]=1.[CH3:22][C:23]1[CH:24]=[CH:25][C:26]([CH3:29])=[CH:27][C:28]=1[C:13]1[CH:14]=[CH:15][C:10]([S:9]([F:21])([F:20])([F:19])([F:18])[F:8])=[CH:11][CH:12]=1. The yield is 0.140. (3) The reactants are C(N(CC)CC)C.[F:8][C:9]([F:14])([F:13])[C:10](O)=O.C1(P(C2C=CC=CC=2)C2C=CC=CC=2)C=CC=CC=1.[Cl:34][C:35]1[N:40]=[CH:39][C:38]([NH2:41])=[C:37]([NH:42][CH:43]([CH3:45])[CH3:44])[CH:36]=1. The catalyst is ClC(Cl)(Cl)Cl.ClCCl. The product is [Cl:34][C:35]1[N:40]=[CH:39][C:38]2[N:41]=[C:10]([C:9]([F:14])([F:13])[F:8])[N:42]([CH:43]([CH3:45])[CH3:44])[C:37]=2[CH:36]=1. The yield is 0.750. (4) The reactants are [NH2:1][C:2]1[CH:9]=[CH:8][C:5]([C:6]#[N:7])=[CH:4][CH:3]=1.C(N(CC)CC)C.[Cl:17][CH2:18][C:19](Cl)=[O:20]. The catalyst is C(Cl)Cl. The product is [Cl:17][CH2:18][C:19]([NH:1][C:2]1[CH:9]=[CH:8][C:5]([C:6]#[N:7])=[CH:4][CH:3]=1)=[O:20]. The yield is 0.920. (5) The reactants are [Br:1][C:2]1[CH:7]=[CH:6][C:5]([OH:8])=[CH:4][CH:3]=1.Cl[CH2:10][CH2:11][N:12]1[CH2:17][CH2:16][O:15][CH2:14][CH2:13]1.Cl.C([O-])([O-])=O.[K+].[K+]. The catalyst is C(#N)C.CCOCC. The product is [Br:1][C:2]1[CH:7]=[CH:6][C:5]([O:8][CH2:10][CH2:11][N:12]2[CH2:17][CH2:16][O:15][CH2:14][CH2:13]2)=[CH:4][CH:3]=1. The yield is 1.00. (6) The reactants are [CH:1]([C:4]1C=[CH:10][CH:9]=[CH:8][C:5]=1C#N)([CH3:3])[CH3:2].[OH-:12].[K+].Cl.[CH2:15]([OH:18])[CH2:16]O. The catalyst is O.C(OCC)(=O)C. The product is [CH:1]([C:4]1[CH:5]=[CH:8][CH:9]=[CH:10][C:16]=1[C:15]([OH:18])=[O:12])([CH3:3])[CH3:2]. The yield is 0.870. (7) The reactants are C(OC([N:8]1[C:16]2[C:11](=[CH:12][CH:13]=[C:14]([NH:17][C:18]([C:20]3[S:21][C:22]([C:25]4[CH:30]=[CH:29][C:28]([Cl:31])=[CH:27][CH:26]=4)=[CH:23][CH:24]=3)=[O:19])[CH:15]=2)[C:10]([N:32](C(OC(C)(C)C)=O)[CH2:33][C:34]2[N:35]=[CH:36][S:37][C:38]=2[CH3:39])=[N:9]1)=O)(C)(C)C.C(O)(C(F)(F)F)=O. The catalyst is ClCCl. The product is [CH3:39][C:38]1[S:37][CH:36]=[N:35][C:34]=1[CH2:33][NH:32][C:10]1[C:11]2[C:16](=[CH:15][C:14]([NH:17][C:18]([C:20]3[S:21][C:22]([C:25]4[CH:30]=[CH:29][C:28]([Cl:31])=[CH:27][CH:26]=4)=[CH:23][CH:24]=3)=[O:19])=[CH:13][CH:12]=2)[NH:8][N:9]=1. The yield is 0.570.